Dataset: Catalyst prediction with 721,799 reactions and 888 catalyst types from USPTO. Task: Predict which catalyst facilitates the given reaction. Reactant: [F:1][C:2]1[CH:7]=[CH:6][C:5]([N:8]2[C:12]([C:13]([O:15][CH2:16][CH3:17])=[O:14])=[CH:11][N:10]=[C:9]2[S:18][CH2:19][C:20]2[C:25]([F:26])=[CH:24][CH:23]=[C:22]([F:27])[C:21]=2[F:28])=[CH:4][CH:3]=1.F[C:30]1C=CC(N2C(C(OCC)=O)=C(C)N=C2S)=CC=1.FC1C(F)=CC=C(F)C=1CBr.C(=O)([O-])[O-].[K+].[K+]. Product: [F:1][C:2]1[CH:7]=[CH:6][C:5]([N:8]2[C:12]([C:13]([O:15][CH2:16][CH3:17])=[O:14])=[C:11]([CH3:30])[N:10]=[C:9]2[S:18][CH2:19][C:20]2[C:25]([F:26])=[CH:24][CH:23]=[C:22]([F:27])[C:21]=2[F:28])=[CH:4][CH:3]=1. The catalyst class is: 21.